From a dataset of Forward reaction prediction with 1.9M reactions from USPTO patents (1976-2016). Predict the product of the given reaction. Given the reactants [Cl:1][C:2]1[CH:7]=[CH:6][C:5]([C:8]([F:11])([F:10])[F:9])=[CH:4][C:3]=1[OH:12].[H-].[Na+].Cl[C:16]1[C:21]([C:22]([O:24][CH2:25][CH3:26])=[O:23])=[CH:20][N:19]=[C:18]([C:27]2[CH:32]=[CH:31][CH:30]=[CH:29][CH:28]=2)[N:17]=1, predict the reaction product. The product is: [Cl:1][C:2]1[CH:7]=[CH:6][C:5]([C:8]([F:10])([F:11])[F:9])=[CH:4][C:3]=1[O:12][C:20]1[C:21]([C:22]([O:24][CH2:25][CH3:26])=[O:23])=[CH:16][N:17]=[C:18]([C:27]2[CH:32]=[CH:31][CH:30]=[CH:29][CH:28]=2)[N:19]=1.